Dataset: TCR-epitope binding with 47,182 pairs between 192 epitopes and 23,139 TCRs. Task: Binary Classification. Given a T-cell receptor sequence (or CDR3 region) and an epitope sequence, predict whether binding occurs between them. (1) The epitope is FLKEKGGL. The TCR CDR3 sequence is CAISESGYRGPPGANVLTF. Result: 1 (the TCR binds to the epitope). (2) The epitope is KEIDRLNEV. The TCR CDR3 sequence is CAASEMNTGELFF. Result: 0 (the TCR does not bind to the epitope). (3) The epitope is FLASKIGRLV. The TCR CDR3 sequence is CASPRSTGELFF. Result: 0 (the TCR does not bind to the epitope). (4) The epitope is KPLEFGATSAAL. The TCR CDR3 sequence is CASSFWSGTQETQYF. Result: 0 (the TCR does not bind to the epitope). (5) Result: 0 (the TCR does not bind to the epitope). The TCR CDR3 sequence is CASSPRGGDREQFF. The epitope is NEGVKAAW. (6) The epitope is CLGGLLTMV. The TCR CDR3 sequence is CASSLGQGVLSDTQYF. Result: 1 (the TCR binds to the epitope).